This data is from Forward reaction prediction with 1.9M reactions from USPTO patents (1976-2016). The task is: Predict the product of the given reaction. (1) Given the reactants [Cl:1][C:2]1[C:11]([CH:12]=O)=[CH:10][C:9]2[C:4](=[CH:5][CH:6]=[C:7]([O:14][CH3:15])[CH:8]=2)[N:3]=1.[CH3:16][O:17][C:18]1[CH:19]=[C:20]([CH:24]=[CH:25][C:26]=1[O:27][CH3:28])[CH2:21][C:22]#[N:23], predict the reaction product. The product is: [Cl:1][C:2]1[C:11](/[CH:12]=[C:21](/[C:20]2[CH:24]=[CH:25][C:26]([O:27][CH3:28])=[C:18]([O:17][CH3:16])[CH:19]=2)\[C:22]#[N:23])=[CH:10][C:9]2[C:4](=[CH:5][CH:6]=[C:7]([O:14][CH3:15])[CH:8]=2)[N:3]=1. (2) The product is: [CH:21]1([C:19]2[O:18][C:3]3[C:2](=[C:7]([C:8]#[N:9])[C:6]([CH3:10])=[C:5]([C:11]4[CH:16]=[CH:15][CH:14]=[CH:13][CH:12]=4)[C:4]=3[F:17])[N:1]=2)[CH2:25][CH2:24][CH2:23][CH2:22]1. Given the reactants [NH2:1][C:2]1[C:7]([C:8]#[N:9])=[C:6]([CH3:10])[C:5]([C:11]2[CH:16]=[CH:15][CH:14]=[CH:13][CH:12]=2)=[C:4]([F:17])[C:3]=1[O:18][C:19]([CH:21]1[CH2:25][CH2:24][CH2:23][CH2:22]1)=O.C1(C)C=CC(S([O-])(=O)=O)=CC=1.[NH+]1C=CC=CC=1, predict the reaction product. (3) Given the reactants [N:1]1C=[CH:5][CH:4]=[CH:3][C:2]=1[CH2:7][NH2:8].C[N:10]1C=C(CN)C=N1.[F:17][C:18]1[CH:47]=[CH:46][C:21]([CH2:22][N:23]2[C:27](=[O:28])[N:26]([C:29]3[CH:33]=[C:32]([C:34]([OH:36])=O)[N:31](CC4C=CC(OC)=CC=4)[N:30]=3)[CH:25]=[N:24]2)=[CH:20][CH:19]=1, predict the reaction product. The product is: [F:17][C:18]1[CH:19]=[CH:20][C:21]([CH2:22][N:23]2[C:27](=[O:28])[N:26]([C:29]3[CH:33]=[C:32]([C:34]([NH:8][CH2:7][C:2]4[NH:1][N:10]=[C:4]([CH3:5])[CH:3]=4)=[O:36])[NH:31][N:30]=3)[CH:25]=[N:24]2)=[CH:46][CH:47]=1. (4) Given the reactants C([O:4][C@H:5]1[C@@H:9]([O:10]C(=O)C)[C@H:8]([N:14]2[CH:22]=[N:21][C:20]3[C:15]2=[N:16][C:17]([C:38]#[N:39])=[N:18][C:19]=3[NH:23][CH2:24][CH:25]([C:32]2[CH:37]=[CH:36][CH:35]=[CH:34][CH:33]=2)[C:26]2[CH:31]=[CH:30][CH:29]=[CH:28][CH:27]=2)[O:7][C@@H:6]1[CH2:40][O:41]C(=O)C)(=O)C.N, predict the reaction product. The product is: [NH2:39][CH2:38][C:17]1[N:16]=[C:15]2[C:20]([N:21]=[CH:22][N:14]2[C@H:8]2[C@H:9]([OH:10])[C@H:5]([OH:4])[C@@H:6]([CH2:40][OH:41])[O:7]2)=[C:19]([NH:23][CH2:24][CH:25]([C:32]2[CH:37]=[CH:36][CH:35]=[CH:34][CH:33]=2)[C:26]2[CH:27]=[CH:28][CH:29]=[CH:30][CH:31]=2)[N:18]=1. (5) Given the reactants Cl[CH:2]([C:8]([CH3:10])=O)[C:3]([O:5][CH2:6][CH3:7])=[O:4].[CH2:11]([O:13][C:14]1[CH:15]=[C:16]([CH:20]=[CH:21][C:22]=1[O:23][CH2:24]C)[C:17]([NH2:19])=[O:18])C, predict the reaction product. The product is: [CH3:11][O:13][C:14]1[CH:15]=[C:16]([C:17]2[O:18][CH:10]=[C:8]([CH2:2][C:3]([O:5][CH2:6][CH3:7])=[O:4])[N:19]=2)[CH:20]=[CH:21][C:22]=1[O:23][CH3:24].